From a dataset of NCI-60 drug combinations with 297,098 pairs across 59 cell lines. Regression. Given two drug SMILES strings and cell line genomic features, predict the synergy score measuring deviation from expected non-interaction effect. Drug 1: CC1C(C(CC(O1)OC2CC(OC(C2O)C)OC3=CC4=CC5=C(C(=O)C(C(C5)C(C(=O)C(C(C)O)O)OC)OC6CC(C(C(O6)C)O)OC7CC(C(C(O7)C)O)OC8CC(C(C(O8)C)O)(C)O)C(=C4C(=C3C)O)O)O)O. Drug 2: C1=CC=C(C(=C1)C(C2=CC=C(C=C2)Cl)C(Cl)Cl)Cl. Cell line: HOP-62. Synergy scores: CSS=62.9, Synergy_ZIP=-2.97, Synergy_Bliss=-9.84, Synergy_Loewe=-53.3, Synergy_HSA=-8.36.